This data is from Full USPTO retrosynthesis dataset with 1.9M reactions from patents (1976-2016). The task is: Predict the reactants needed to synthesize the given product. (1) Given the product [Cl:25][C:26]1[CH:27]=[C:28]([CH:31]=[CH:32][C:33]=1[O:34][CH3:35])[CH2:29][NH:30][C:7]1[N:9]=[C:10]([Cl:42])[CH:11]=[CH:16][C:6]=1[C:20]([OH:22])=[O:21], predict the reactants needed to synthesize it. The reactants are: CSC1N=[C:7]([NH:9][CH2:10][C:11]2[CH:16]=CC(OC)=C(Cl)C=2)[C:6]([C:20]([O:22]CC)=[O:21])=CN=1.[Cl:25][C:26]1[CH:27]=[C:28]([CH:31]=[CH:32][C:33]=1[O:34][CH3:35])[CH2:29][NH2:30].C(=O)([O-])[O-].[K+].[K+].[ClH:42]. (2) Given the product [CH2:26]([O:15][C:12]1[CH:13]=[CH:14][C:9]([Br:8])=[CH:10][C:11]=1[CH:16]([C:20]1[CH:21]=[CH:22][CH:23]=[CH:24][CH:25]=1)[CH2:17][CH2:18][OH:19])[C:27]1[CH:32]=[CH:31][CH:30]=[CH:29][CH:28]=1, predict the reactants needed to synthesize it. The reactants are: C1(O)C=CC=CC=1.[Br:8][C:9]1[CH:14]=[CH:13][C:12]([OH:15])=[C:11]([CH:16]([C:20]2[CH:25]=[CH:24][CH:23]=[CH:22][CH:21]=2)[CH2:17][CH2:18][OH:19])[CH:10]=1.[CH2:26](Br)[C:27]1[CH:32]=[CH:31][CH:30]=[CH:29][CH:28]=1.C(Cl)C1C=CC=CC=1. (3) The reactants are: [C:1]([N:5]([C:29](=[O:38])[C:30]1[CH:35]=[C:34]([CH3:36])[CH:33]=[C:32]([CH3:37])[CH:31]=1)[NH:6][C:7]([C:9]1[CH:27]=[CH:26][C:12]2[O:13][CH2:14][CH:15]([CH2:17][O:18][Si](C(C)(C)C)(C)C)[O:16][C:11]=2[C:10]=1[CH3:28])=[O:8])([CH3:4])([CH3:3])[CH3:2].[F-].C([N+](CCCC)(CCCC)CCCC)CCC. Given the product [C:1]([N:5]([C:29](=[O:38])[C:30]1[CH:31]=[C:32]([CH3:37])[CH:33]=[C:34]([CH3:36])[CH:35]=1)[NH:6][C:7]([C:9]1[CH:27]=[CH:26][C:12]2[O:13][CH2:14][CH:15]([CH2:17][OH:18])[O:16][C:11]=2[C:10]=1[CH3:28])=[O:8])([CH3:4])([CH3:3])[CH3:2], predict the reactants needed to synthesize it. (4) The reactants are: [C:1](=[O:8])([O:5][CH2:6][CH3:7])OCC.CC(C)([O-])C.[K+].[CH3:15][C:16]([C:18]1[S:22][CH:21]=[CH:20][CH:19]=1)=[O:17].O. Given the product [O:17]=[C:16]([C:18]1[S:22][CH:21]=[CH:20][CH:19]=1)[CH2:15][C:1]([O:5][CH2:6][CH3:7])=[O:8], predict the reactants needed to synthesize it. (5) Given the product [Si:16]([O:1][CH:2]1[CH2:6][CH2:5][C:4]([CH2:7][CH2:8][CH2:9][CH2:10][PH:11](=[O:15])[O:12][CH2:13][CH3:14])=[CH:3]1)([C:19]([CH3:22])([CH3:21])[CH3:20])([CH3:18])[CH3:17], predict the reactants needed to synthesize it. The reactants are: [OH:1][CH:2]1[CH2:6][CH2:5][C:4]([CH2:7][CH2:8][CH2:9][CH2:10][PH:11](=[O:15])[O:12][CH2:13][CH3:14])=[CH:3]1.[Si:16](Cl)([C:19]([CH3:22])([CH3:21])[CH3:20])([CH3:18])[CH3:17].C(N(CC)CC)C. (6) Given the product [Cl:1][C:2]1[N:6]([CH3:7])[CH:5]=[N:4][C:3]=1[CH2:8][OH:9], predict the reactants needed to synthesize it. The reactants are: [Cl:1][C:2]1[N:6]([CH3:7])[CH:5]=[N:4][C:3]=1[CH:8]=[O:9].[BH4-].[Na+].O. (7) Given the product [C:11]([C:15]1[CH:16]=[C:17]([CH:18]=[CH:19][CH:20]=1)[O:21][C:2]1[CH:7]=[CH:6][C:5]([N+:8]([O-:10])=[O:9])=[CH:4][N:3]=1)([CH3:14])([CH3:12])[CH3:13], predict the reactants needed to synthesize it. The reactants are: Cl[C:2]1[CH:7]=[CH:6][C:5]([N+:8]([O-:10])=[O:9])=[CH:4][N:3]=1.[C:11]([C:15]1[CH:16]=[C:17]([OH:21])[CH:18]=[CH:19][CH:20]=1)([CH3:14])([CH3:13])[CH3:12].C([O-])([O-])=O.[K+].[K+].